From a dataset of Full USPTO retrosynthesis dataset with 1.9M reactions from patents (1976-2016). Predict the reactants needed to synthesize the given product. Given the product [O:23]1[C:32]2[CH:31]=[C:30]([CH2:33][NH:1][CH:2]3[CH2:7][CH2:6][N:5]([CH2:8][CH2:9][N:10]4[C:19]5[C:14](=[CH:15][CH:16]=[C:17]([O:20][CH3:21])[CH:18]=5)[CH:13]=[CH:12][C:11]4=[O:22])[CH2:4][CH2:3]3)[N:29]=[CH:28][C:27]=2[O:26][CH2:25][CH2:24]1, predict the reactants needed to synthesize it. The reactants are: [NH2:1][CH:2]1[CH2:7][CH2:6][N:5]([CH2:8][CH2:9][N:10]2[C:19]3[C:14](=[CH:15][CH:16]=[C:17]([O:20][CH3:21])[CH:18]=3)[CH:13]=[CH:12][C:11]2=[O:22])[CH2:4][CH2:3]1.[O:23]1[C:32]2[CH:31]=[C:30]([CH:33]=O)[N:29]=[CH:28][C:27]=2[O:26][CH2:25][CH2:24]1.C(O[BH-](OC(=O)C)OC(=O)C)(=O)C.[Na+].